From a dataset of Forward reaction prediction with 1.9M reactions from USPTO patents (1976-2016). Predict the product of the given reaction. (1) Given the reactants [N:1]1[CH:6]=[CH:5][CH:4]=[C:3]([C:7]2[CH:8]=[CH:9][C:10]3[N:11]([C:13]([CH:16]=[O:17])=[CH:14][N:15]=3)[CH:12]=2)[CH:2]=1.[F:18]C1N=CC(B(O)O)=CC=1, predict the reaction product. The product is: [F:18][C:6]1[N:1]=[CH:2][C:3]([C:7]2[CH:8]=[CH:9][C:10]3[N:11]([C:13]([CH:16]=[O:17])=[CH:14][N:15]=3)[CH:12]=2)=[CH:4][CH:5]=1. (2) Given the reactants [F:1][C:2]1[CH:9]=[CH:8][C:7]([CH:10]([OH:12])[CH3:11])=[CH:6][C:3]=1[C:4]#[N:5].[Cr](O[Cr]([O-])(=O)=O)([O-])(=O)=O.[NH+]1C=CC=CC=1.[NH+]1C=CC=CC=1.[O-][Si]([O-])=O.[Mg+2], predict the reaction product. The product is: [C:10]([C:7]1[CH:8]=[CH:9][C:2]([F:1])=[C:3]([CH:6]=1)[C:4]#[N:5])(=[O:12])[CH3:11]. (3) Given the reactants [F:1][C:2]([F:15])([F:14])[C:3]1[CH:8]=[CH:7][CH:6]=[CH:5][C:4]=1[C:9]1[NH:13][N:12]=[N:11][N:10]=1.[CH2:16](Br)[C:17]1[CH:22]=[CH:21][CH:20]=[CH:19][CH:18]=1.BrCC1C=CC=CC=1C, predict the reaction product. The product is: [CH2:16]([N:10]1[C:9]([C:4]2[CH:5]=[CH:6][CH:7]=[CH:8][C:3]=2[C:2]([F:1])([F:14])[F:15])=[N:13][N:12]=[N:11]1)[C:17]1[CH:22]=[CH:21][CH:20]=[CH:19][CH:18]=1. (4) Given the reactants [CH3:1][N:2]([CH3:28])[S:3]([C:6]1[CH:7]=[C:8]([CH:12]2[C:21]([CH3:23])([CH3:22])[CH2:20][C:19]3[C:14](=[CH:15][CH:16]=[C:17]([C:24]([O:26]C)=[O:25])[CH:18]=3)[NH:13]2)[CH:9]=[CH:10][CH:11]=1)(=[O:5])=[O:4].[OH-].[Na+], predict the reaction product. The product is: [CH3:28][N:2]([CH3:1])[S:3]([C:6]1[CH:7]=[C:8]([CH:12]2[C:21]([CH3:23])([CH3:22])[CH2:20][C:19]3[C:14](=[CH:15][CH:16]=[C:17]([C:24]([OH:26])=[O:25])[CH:18]=3)[NH:13]2)[CH:9]=[CH:10][CH:11]=1)(=[O:5])=[O:4].